Dataset: Merck oncology drug combination screen with 23,052 pairs across 39 cell lines. Task: Regression. Given two drug SMILES strings and cell line genomic features, predict the synergy score measuring deviation from expected non-interaction effect. (1) Drug 1: NC(=O)c1cccc2cn(-c3ccc(C4CCCNC4)cc3)nc12. Drug 2: COC1CC2CCC(C)C(O)(O2)C(=O)C(=O)N2CCCCC2C(=O)OC(C(C)CC2CCC(OP(C)(C)=O)C(OC)C2)CC(=O)C(C)C=C(C)C(O)C(OC)C(=O)C(C)CC(C)C=CC=CC=C1C. Cell line: A427. Synergy scores: synergy=33.2. (2) Drug 1: CN(Cc1cnc2nc(N)nc(N)c2n1)c1ccc(C(=O)NC(CCC(=O)O)C(=O)O)cc1. Drug 2: Cn1cc(-c2cnn3c(N)c(Br)c(C4CCCNC4)nc23)cn1. Cell line: ZR751. Synergy scores: synergy=-21.0.